This data is from Forward reaction prediction with 1.9M reactions from USPTO patents (1976-2016). The task is: Predict the product of the given reaction. (1) Given the reactants [CH3:1][O:2][C:3]([C:5]1[C:6]([OH:31])=[C:7]2[C:12](=[C:13](Br)[N:14]=1)[N:11]([CH2:16][C:17]1[CH:22]=[CH:21][CH:20]=[CH:19][CH:18]=1)[C:10](=[O:23])[C:9]([CH2:24][C:25]1[CH:30]=[CH:29][CH:28]=[CH:27][CH:26]=1)=[CH:8]2)=[O:4].[CH3:32][Sn](C)(C)C.CCOC(C)=O.Cl, predict the reaction product. The product is: [CH3:1][O:2][C:3]([C:5]1[C:6]([OH:31])=[C:7]2[C:12](=[C:13]([CH3:32])[N:14]=1)[N:11]([CH2:16][C:17]1[CH:22]=[CH:21][CH:20]=[CH:19][CH:18]=1)[C:10](=[O:23])[C:9]([CH2:24][C:25]1[CH:30]=[CH:29][CH:28]=[CH:27][CH:26]=1)=[CH:8]2)=[O:4]. (2) Given the reactants [NH:1]([C:3]1[CH:12]=[CH:11][CH:10]=[C:9]2[C:4]=1[CH:5]=[CH:6][CH:7]=[N:8]2)[NH2:2].[CH3:13][CH:14]1[CH2:23][C:22](=[O:24])[C:21]2[C:16](=[CH:17][CH:18]=[CH:19][CH:20]=2)[CH:15]1[C:25](O)=[O:26], predict the reaction product. The product is: [CH3:13][CH:14]1[CH2:23][C:22](=[O:24])[C:21]2[C:16](=[CH:17][CH:18]=[CH:19][CH:20]=2)[CH:15]1[C:25]([NH:2][NH:1][C:3]1[CH:12]=[CH:11][CH:10]=[C:9]2[C:4]=1[CH:5]=[CH:6][CH:7]=[N:8]2)=[O:26]. (3) Given the reactants [CH:1]1([C:4]([N:6]2[C:15]3[C:10](=[C:11]([OH:21])[C:12]([N:16]4[N:20]=[CH:19][CH:18]=[N:17]4)=[CH:13][CH:14]=3)[CH2:9][CH2:8][C@@H:7]2[CH3:22])=[O:5])[CH2:3][CH2:2]1.[C:23]1(B(O)O)[CH:28]=[CH:27][CH:26]=[CH:25][CH:24]=1.N1C=CC=CC=1.C(N(CC)CC)C, predict the reaction product. The product is: [CH:1]1([C:4]([N:6]2[C:15]3[C:10](=[C:11]([O:21][C:23]4[CH:28]=[CH:27][CH:26]=[CH:25][CH:24]=4)[C:12]([N:16]4[N:17]=[CH:18][CH:19]=[N:20]4)=[CH:13][CH:14]=3)[CH2:9][CH2:8][C@@H:7]2[CH3:22])=[O:5])[CH2:2][CH2:3]1. (4) Given the reactants [NH:1]1[CH2:6][CH2:5][CH:4]([C:7]2[C:15]3[C:10](=[C:11]([C:21]([NH2:23])=[O:22])[CH:12]=[C:13]([C:16]4[S:17][CH:18]=[CH:19][CH:20]=4)[CH:14]=3)[NH:9][CH:8]=2)[CH2:3][CH2:2]1.C(N(CC)CC)C.[Cl:31][CH2:32][CH2:33][S:34](Cl)(=[O:36])=[O:35], predict the reaction product. The product is: [Cl:31][CH2:32][CH2:33][S:34]([N:1]1[CH2:6][CH2:5][CH:4]([C:7]2[C:15]3[C:10](=[C:11]([C:21]([NH2:23])=[O:22])[CH:12]=[C:13]([C:16]4[S:17][CH:18]=[CH:19][CH:20]=4)[CH:14]=3)[NH:9][CH:8]=2)[CH2:3][CH2:2]1)(=[O:36])=[O:35]. (5) Given the reactants [N:1]1[CH:6]=[CH:5][C:4]([C:7]2[S:11][C:10]([C:12]([OH:14])=O)=[CH:9][CH:8]=2)=[CH:3][CH:2]=1.[CH3:15][S:16]([C:19]1[CH:24]=[CH:23][C:22]([CH2:25][NH2:26])=[CH:21][CH:20]=1)(=[O:18])=[O:17], predict the reaction product. The product is: [CH3:15][S:16]([C:19]1[CH:24]=[CH:23][C:22]([CH2:25][NH:26][C:12]([C:10]2[S:11][C:7]([C:4]3[CH:3]=[CH:2][N:1]=[CH:6][CH:5]=3)=[CH:8][CH:9]=2)=[O:14])=[CH:21][CH:20]=1)(=[O:17])=[O:18].